From a dataset of Forward reaction prediction with 1.9M reactions from USPTO patents (1976-2016). Predict the product of the given reaction. (1) Given the reactants [Br:1][C:2]1[CH:3]=[C:4]([OH:8])[CH:5]=[CH:6][CH:7]=1.[CH2:9](Br)[C:10]1[CH:15]=[CH:14][CH:13]=[CH:12][CH:11]=1.C([O-])([O-])=O.[K+].[K+], predict the reaction product. The product is: [CH2:9]([O:8][C:4]1[CH:5]=[CH:6][CH:7]=[C:2]([Br:1])[CH:3]=1)[C:10]1[CH:15]=[CH:14][CH:13]=[CH:12][CH:11]=1. (2) Given the reactants Cl[C:2]1[CH:10]=[CH:9][C:8]2[N:7]([CH:11]=[C:12]([C:14]3[CH:19]=[CH:18][N:17]=[CH:16][CH:15]=3)[CH3:13])[C:6]3[CH2:20][CH2:21][N:22]([CH3:24])[CH2:23][C:5]=3[C:4]=2[CH:3]=1.CC(C)([O-])C.[Na+].[CH3:31][O:32][CH2:33][CH2:34][NH2:35], predict the reaction product. The product is: [CH3:31][O:32][CH2:33][CH2:34][NH:35][C:2]1[CH:10]=[CH:9][C:8]2[N:7](/[CH:11]=[C:12](/[C:14]3[CH:19]=[CH:18][N:17]=[CH:16][CH:15]=3)\[CH3:13])[C:6]3[CH2:20][CH2:21][N:22]([CH3:24])[CH2:23][C:5]=3[C:4]=2[CH:3]=1. (3) Given the reactants [CH2:1]1[CH2:11][CH2:10][N:9]2[C:4](=[N:5][CH2:6][CH2:7][CH2:8]2)[CH2:3][CH2:2]1.[F:12][C:13]1[CH:14]=[C:15]([CH2:19][CH2:20][NH2:21])[CH:16]=[CH:17][CH:18]=1.[C:22](OCC)(=[O:24])C, predict the reaction product. The product is: [F:12][C:13]1[CH:14]=[C:15]([CH2:19][CH2:20][NH:21][C:22]([NH:5][C:4]2[CH:3]=[CH:2][CH:1]=[C:11]3[C:6]=2[CH:7]=[CH:8][N:9]=[CH:10]3)=[O:24])[CH:16]=[CH:17][CH:18]=1. (4) The product is: [CH3:9][O:8][C:6]1[CH:7]=[C:2]([CH3:1])[C:3]([S:11]([N:16]([CH2:17][C:18]2[NH:22][C:21]3[C:23]([C:27]([O:29][CH3:30])=[O:28])=[CH:24][CH:25]=[CH:26][C:20]=3[N:19]=2)[CH3:15])(=[O:13])=[O:12])=[C:4]([CH3:10])[CH:5]=1. Given the reactants [CH3:1][C:2]1[CH:7]=[C:6]([O:8][CH3:9])[CH:5]=[C:4]([CH3:10])[C:3]=1[S:11](Cl)(=[O:13])=[O:12].[CH3:15][NH:16][CH2:17][C:18]1[NH:22][C:21]2[C:23]([C:27]([O:29][CH3:30])=[O:28])=[CH:24][CH:25]=[CH:26][C:20]=2[N:19]=1, predict the reaction product. (5) The product is: [C:34]([C:31]1[CH:30]=[CH:29][C:28]([CH2:27][N:12]([C:3]2[C:2]([Cl:1])=[CH:7][C:6]([C:8]([F:11])([F:9])[F:10])=[CH:5][N:4]=2)[S:13]([C:16]2[CH:25]=[CH:24][C:19]([C:20]([O:22][CH3:23])=[O:21])=[CH:18][CH:17]=2)(=[O:15])=[O:14])=[CH:33][CH:32]=1)([CH3:37])([CH3:35])[CH3:36]. Given the reactants [Cl:1][C:2]1[C:3]([NH:12][S:13]([C:16]2[CH:25]=[CH:24][C:19]([C:20]([O:22][CH3:23])=[O:21])=[CH:18][CH:17]=2)(=[O:15])=[O:14])=[N:4][CH:5]=[C:6]([C:8]([F:11])([F:10])[F:9])[CH:7]=1.Br[CH2:27][C:28]1[CH:33]=[CH:32][C:31]([C:34]([CH3:37])([CH3:36])[CH3:35])=[CH:30][CH:29]=1, predict the reaction product. (6) Given the reactants Br[C:2]1[CH:3]=[C:4]([CH:17]=[CH:18][CH:19]=1)[C:5]([N:7]([C:9]1[CH:14]=[CH:13][CH:12]=[C:11]([O:15][CH3:16])[CH:10]=1)[CH3:8])=[O:6].[C:20]1(B(O)O)[CH:25]=[CH:24][CH:23]=[CH:22][CH:21]=1, predict the reaction product. The product is: [CH3:16][O:15][C:11]1[CH:10]=[C:9]([N:7]([CH3:8])[C:5]([C:4]2[CH:3]=[C:2]([C:20]3[CH:25]=[CH:24][CH:23]=[CH:22][CH:21]=3)[CH:19]=[CH:18][CH:17]=2)=[O:6])[CH:14]=[CH:13][CH:12]=1. (7) Given the reactants C1(OC(=NC2C=CC=CC=2)C=CSC2C=CC=CC=2)C=CC=CC=1.[C:25]1([N:31]=[C:32]([O:44][C:45]2[CH:50]=[CH:49][CH:48]=[CH:47][CH:46]=2)[CH:33]=[CH:34][S:35]([C:38]2[CH:43]=[CH:42][CH:41]=[CH:40][CH:39]=2)(=[O:37])=[O:36])[CH:30]=[CH:29][CH:28]=[CH:27][CH:26]=1.C1C=C(Cl)C=C(C(OO)=O)C=1.C(=O)(O)[O-].[Na+], predict the reaction product. The product is: [C:25]1([N:31]=[C:32]([O:44][C:45]2[CH:46]=[CH:47][CH:48]=[CH:49][CH:50]=2)[CH:33]=[CH:34][S:35]([C:38]2[CH:39]=[CH:40][CH:41]=[CH:42][CH:43]=2)(=[O:37])=[O:36])[CH:26]=[CH:27][CH:28]=[CH:29][CH:30]=1.